This data is from Full USPTO retrosynthesis dataset with 1.9M reactions from patents (1976-2016). The task is: Predict the reactants needed to synthesize the given product. (1) Given the product [CH3:15][O:14][CH2:13][CH2:12][CH2:11][N:1]1[CH2:6][CH2:5][CH:4]([CH2:7][NH2:9])[CH2:3][CH2:2]1, predict the reactants needed to synthesize it. The reactants are: [NH:1]1[CH2:6][CH2:5][CH:4]([C:7]([NH2:9])=O)[CH2:3][CH2:2]1.Br[CH2:11][CH2:12][CH2:13][O:14][CH3:15].C(=O)([O-])[O-].[K+].[K+]. (2) Given the product [CH3:20][NH:16][C@H:9]([C:10]([OH:12])=[O:11])[CH2:7][CH2:6][S:18][CH3:17], predict the reactants needed to synthesize it. The reactants are: C([SiH]([CH2:6][CH3:7])CC)C.F[C:9](F)(F)[C:10]([OH:12])=[O:11].[I-].[NH4+:16].[CH3:17][S:18]C.[CH:20](Cl)(Cl)Cl. (3) Given the product [CH3:31][CH:30]([NH:32][CH3:33])[CH2:29][C:27]1[CH:26]=[CH:25][C:23]2[O:24][CH2:20][O:21][C:22]=2[CH:28]=1, predict the reactants needed to synthesize it. The reactants are: CS(C)=O.O=C1CCC(=O)N1OC(=O)CCC(NC[CH:20]1[O:24][C:23]2[CH:25]=[CH:26][C:27]([CH2:29][CH:30]([N:32](C)[C:33](=O)C(F)(F)F)[CH3:31])=[CH:28][C:22]=2[O:21]1)=O. (4) Given the product [Cl:5][C:6]1[CH:11]=[C:10]([F:12])[C:9]([N+:1]([O-:4])=[O:2])=[CH:8][C:7]=1[NH2:13], predict the reactants needed to synthesize it. The reactants are: [N+:1]([O-:4])(O)=[O:2].[Cl:5][C:6]1[CH:11]=[C:10]([F:12])[CH:9]=[CH:8][C:7]=1[NH2:13].CCOC(C)=O. (5) Given the product [CH3:1][C:2]1([C:16]([O:18][CH2:19][CH3:20])=[O:17])[CH2:7][CH2:6][C:5]([B:26]2[O:30][C:29]([CH3:32])([CH3:31])[C:28]([CH3:34])([CH3:33])[O:27]2)=[CH:4][CH2:3]1, predict the reactants needed to synthesize it. The reactants are: [CH3:1][C:2]1([C:16]([O:18][CH2:19][CH3:20])=[O:17])[CH2:7][CH2:6][C:5](OS(C(F)(F)F)(=O)=O)=[CH:4][CH2:3]1.CC([O-])=O.[K+].[B:26]1([B:26]2[O:30][C:29]([CH3:32])([CH3:31])[C:28]([CH3:34])([CH3:33])[O:27]2)[O:30][C:29]([CH3:32])([CH3:31])[C:28]([CH3:34])([CH3:33])[O:27]1. (6) Given the product [Br:28][C:10]1[C:11]2[C:6](=[CH:5][CH:4]=[C:3]([C:1]#[N:2])[CH:12]=2)[CH:7]=[CH:8][C:9]=1[NH:13][C:14](=[O:20])[O:15][C:16]([CH3:17])([CH3:19])[CH3:18], predict the reactants needed to synthesize it. The reactants are: [C:1]([C:3]1[CH:12]=[C:11]2[C:6]([CH:7]=[CH:8][C:9]([NH:13][C:14](=[O:20])[O:15][C:16]([CH3:19])([CH3:18])[CH3:17])=[CH:10]2)=[CH:5][CH:4]=1)#[N:2].C1C(=O)N([Br:28])C(=O)C1.C([O-])([O-])=O.[K+].[K+]. (7) Given the product [CH3:8][C:6]1[CH:7]=[C:2]([C:20]2[CH:21]=[CH:22][C:17]3[N:16]=[CH:15][N:14]([CH3:13])[C:18]=3[CH:19]=2)[C:3]2[N:4]([N:9]=[C:10]([NH2:12])[N:11]=2)[CH:5]=1, predict the reactants needed to synthesize it. The reactants are: Br[C:2]1[C:3]2[N:4]([N:9]=[C:10]([NH2:12])[N:11]=2)[CH:5]=[C:6]([CH3:8])[CH:7]=1.[CH3:13][N:14]1[C:18]2[CH:19]=[C:20](B(O)O)[CH:21]=[CH:22][C:17]=2[N:16]=[CH:15]1.